From a dataset of Forward reaction prediction with 1.9M reactions from USPTO patents (1976-2016). Predict the product of the given reaction. (1) The product is: [CH2:6]([O:13][CH2:14][CH2:15][CH2:16][C@H:17]([C:26]1[C:30]([CH:31]2[CH2:32][CH2:33]2)=[C:29]([CH:34]=[N:3][OH:2])[O:28][N:27]=1)[CH2:18][C:19]([O:21][C:22]([CH3:25])([CH3:23])[CH3:24])=[O:20])[C:7]1[CH:8]=[CH:9][CH:10]=[CH:11][CH:12]=1. Given the reactants [Cl-].[OH:2][NH3+:3].[OH-].[Na+].[CH2:6]([O:13][CH2:14][CH2:15][CH2:16][C@H:17]([C:26]1[C:30]([CH:31]2[CH2:33][CH2:32]2)=[C:29]([CH:34]=O)[O:28][N:27]=1)[CH2:18][C:19]([O:21][C:22]([CH3:25])([CH3:24])[CH3:23])=[O:20])[C:7]1[CH:12]=[CH:11][CH:10]=[CH:9][CH:8]=1.Cl, predict the reaction product. (2) Given the reactants [NH2:1][C:2]1[CH:11]=[CH:10][C:5]([C:6]([O:8][CH3:9])=[O:7])=[CH:4][C:3]=1[NH:12][C:13]([C:15]1[N:16]=[C:17]([C:20]2[C:28]3[C:23](=[CH:24][CH:25]=[C:26]([Cl:29])[CH:27]=3)[N:22]([CH2:30][CH:31]([CH3:33])[CH3:32])[CH:21]=2)[O:18][CH:19]=1)=O, predict the reaction product. The product is: [Cl:29][C:26]1[CH:27]=[C:28]2[C:23](=[CH:24][CH:25]=1)[N:22]([CH2:30][CH:31]([CH3:33])[CH3:32])[CH:21]=[C:20]2[C:17]1[O:18][CH:19]=[C:15]([C:13]2[NH:1][C:2]3[CH:11]=[CH:10][C:5]([C:6]([O:8][CH3:9])=[O:7])=[CH:4][C:3]=3[N:12]=2)[N:16]=1. (3) The product is: [CH:13]1([C:9]2[CH:8]=[C:7]([C:16]([O:18][CH3:19])=[O:17])[C:6](=[O:20])[N:5]3[C:10]=2[C:11]([CH3:12])=[C:2]([C:29]2[CH:34]=[CH:33][C:32]([NH:35][C:36]([NH2:38])=[O:37])=[CH:31][CH:30]=2)[CH:3]=[CH:4]3)[CH2:15][CH2:14]1. Given the reactants Cl[C:2]1[CH:3]=[CH:4][N:5]2[C:10]([C:11]=1[CH3:12])=[C:9]([CH:13]1[CH2:15][CH2:14]1)[CH:8]=[C:7]([C:16]([O:18][CH3:19])=[O:17])[C:6]2=[O:20].CC1(C)C(C)(C)OB([C:29]2[CH:34]=[CH:33][C:32]([NH:35][C:36]([NH2:38])=[O:37])=[CH:31][CH:30]=2)O1, predict the reaction product. (4) Given the reactants [NH:1]1[C:5]2=[N:6][CH:7]=[C:8]([C:10](O)=O)[CH:9]=[C:4]2[CH:3]=[CH:2]1.[Li+].C[Si]([N-][Si](C)(C)C)(C)C.[CH3:23][N:24]([CH3:34])[C:25]1[CH:30]=[CH:29][C:28]([C:31](=O)[CH3:32])=[CH:27][CH:26]=1.O.[NH2:36][NH2:37], predict the reaction product. The product is: [CH3:23][N:24]([CH3:34])[C:25]1[CH:30]=[CH:29][C:28]([C:31]2[NH:37][N:36]=[C:10]([C:8]3[CH:9]=[C:4]4[CH:3]=[CH:2][NH:1][C:5]4=[N:6][CH:7]=3)[CH:32]=2)=[CH:27][CH:26]=1. (5) Given the reactants [NH2:1][CH2:2][CH2:3][SH:4].[C:5]1([C:11]([C:19]2[CH:24]=[CH:23][CH:22]=[CH:21][CH:20]=2)([C:13]2[CH:18]=[CH:17][CH:16]=[CH:15][CH:14]=2)O)[CH:10]=[CH:9][CH:8]=[CH:7][CH:6]=1, predict the reaction product. The product is: [C:11]([S:4][CH2:3][CH2:2][NH2:1])([C:5]1[CH:10]=[CH:9][CH:8]=[CH:7][CH:6]=1)([C:19]1[CH:20]=[CH:21][CH:22]=[CH:23][CH:24]=1)[C:13]1[CH:14]=[CH:15][CH:16]=[CH:17][CH:18]=1. (6) Given the reactants [CH:1]([C:3]1[C:4]([C:13]2[CH:18]=[CH:17][C:16]([O:19][CH:20]([CH3:22])[CH3:21])=[C:15]([CH3:23])[CH:14]=2)=[N:5][N:6]([CH3:12])[C:7]=1[O:8][CH:9]([F:11])[F:10])=O.FC(F)(F)C(O)=O.C([SiH](CC)CC)C, predict the reaction product. The product is: [F:11][CH:9]([F:10])[O:8][C:7]1[N:6]([CH3:12])[N:5]=[C:4]([C:13]2[CH:18]=[CH:17][C:16]([O:19][CH:20]([CH3:21])[CH3:22])=[C:15]([CH3:23])[CH:14]=2)[C:3]=1[CH3:1].